From a dataset of Full USPTO retrosynthesis dataset with 1.9M reactions from patents (1976-2016). Predict the reactants needed to synthesize the given product. (1) Given the product [Cl:1][C:2]1[CH:3]=[C:4]([C@@H:8]2[C@@H:13]([C:14]3[CH:19]=[CH:18][C:17]([Cl:20])=[CH:16][CH:15]=3)[N:12]([CH:21]([CH2:22][CH3:23])[CH2:24][CH3:25])[C:11](=[O:26])[C@:10]([CH2:28][C:29]3[NH:30][C:44](=[O:45])[O:32][N:31]=3)([CH3:27])[CH2:9]2)[CH:5]=[CH:6][CH:7]=1, predict the reactants needed to synthesize it. The reactants are: [Cl:1][C:2]1[CH:3]=[C:4]([C@@H:8]2[C@@H:13]([C:14]3[CH:19]=[CH:18][C:17]([Cl:20])=[CH:16][CH:15]=3)[N:12]([CH:21]([CH2:24][CH3:25])[CH2:22][CH3:23])[C:11](=[O:26])[C@:10]([CH2:28][C:29](=[N:31][OH:32])[NH2:30])([CH3:27])[CH2:9]2)[CH:5]=[CH:6][CH:7]=1.C1CCN2C(=NCCC2)CC1.[C:44](N1C=CN=C1)(N1C=CN=C1)=[O:45]. (2) Given the product [CH:40]1[C:41]2[C:36](=[C:35]([NH:34][C@@H:31]3[CH2:32][CH2:33][N:29]([CH2:28][C:24]4[CH:23]=[C:22]([CH:27]=[CH:26][CH:25]=4)[O:21][CH2:20][CH2:19][OH:18])[CH2:30]3)[CH:44]=[CH:43][CH:42]=2)[CH:37]=[CH:38][N:39]=1, predict the reactants needed to synthesize it. The reactants are: OP(OP(O)(O)=O)(=O)O.C([O:18][CH2:19][CH2:20][O:21][C:22]1[CH:27]=[CH:26][CH:25]=[C:24]([CH2:28][N:29]2[CH2:33][CH2:32][C@@H:31]([NH:34][C:35]3[CH:44]=[CH:43][CH:42]=[C:41]4[C:36]=3[CH:37]=[CH:38][N:39]=[CH:40]4)[CH2:30]2)[CH:23]=1)(=O)C1C=CC=CC=1.[OH-].[Na+].